This data is from Forward reaction prediction with 1.9M reactions from USPTO patents (1976-2016). The task is: Predict the product of the given reaction. (1) Given the reactants [Br:1][CH2:2][CH2:3][CH2:4][CH2:5][CH2:6][CH2:7][CH2:8][CH2:9][CH2:10][CH2:11][CH2:12]O.N1C=CC=CC=1.S(Cl)([Cl:22])=O, predict the reaction product. The product is: [Br:1][CH2:2][CH2:3][CH2:4][CH2:5][CH2:6][CH2:7][CH2:8][CH2:9][CH2:10][CH2:11][CH2:12][Cl:22]. (2) Given the reactants [Br:1][C:2]1[C:11]([N:12]([CH2:19][CH3:20])[CH:13]2[CH2:18][CH2:17][O:16][CH2:15][CH2:14]2)=[CH:10][C:9]([Cl:21])=[CH:8][C:3]=1[C:4]([O:6]C)=[O:5].[OH-].[Na+].Cl, predict the reaction product. The product is: [Br:1][C:2]1[C:11]([N:12]([CH2:19][CH3:20])[CH:13]2[CH2:18][CH2:17][O:16][CH2:15][CH2:14]2)=[CH:10][C:9]([Cl:21])=[CH:8][C:3]=1[C:4]([OH:6])=[O:5].